From a dataset of NCI-60 drug combinations with 297,098 pairs across 59 cell lines. Regression. Given two drug SMILES strings and cell line genomic features, predict the synergy score measuring deviation from expected non-interaction effect. (1) Drug 1: C1=C(C(=O)NC(=O)N1)F. Drug 2: C1=CC(=CC=C1C#N)C(C2=CC=C(C=C2)C#N)N3C=NC=N3. Cell line: OVCAR-4. Synergy scores: CSS=38.0, Synergy_ZIP=-1.61, Synergy_Bliss=-4.89, Synergy_Loewe=-6.29, Synergy_HSA=-4.57. (2) Drug 1: CCC1(CC2CC(C3=C(CCN(C2)C1)C4=CC=CC=C4N3)(C5=C(C=C6C(=C5)C78CCN9C7C(C=CC9)(C(C(C8N6C=O)(C(=O)OC)O)OC(=O)C)CC)OC)C(=O)OC)O.OS(=O)(=O)O. Drug 2: CNC(=O)C1=NC=CC(=C1)OC2=CC=C(C=C2)NC(=O)NC3=CC(=C(C=C3)Cl)C(F)(F)F. Cell line: RXF 393. Synergy scores: CSS=2.84, Synergy_ZIP=-0.419, Synergy_Bliss=0.416, Synergy_Loewe=2.75, Synergy_HSA=-0.580. (3) Drug 1: CC12CCC3C(C1CCC2O)C(CC4=C3C=CC(=C4)O)CCCCCCCCCS(=O)CCCC(C(F)(F)F)(F)F. Drug 2: C1CN(CCN1C(=O)CCBr)C(=O)CCBr. Cell line: BT-549. Synergy scores: CSS=13.8, Synergy_ZIP=-4.64, Synergy_Bliss=-2.20, Synergy_Loewe=-3.63, Synergy_HSA=-2.48. (4) Drug 1: CC1C(C(CC(O1)OC2CC(OC(C2O)C)OC3=CC4=CC5=C(C(=O)C(C(C5)C(C(=O)C(C(C)O)O)OC)OC6CC(C(C(O6)C)O)OC7CC(C(C(O7)C)O)OC8CC(C(C(O8)C)O)(C)O)C(=C4C(=C3C)O)O)O)O. Drug 2: C1=NC2=C(N=C(N=C2N1C3C(C(C(O3)CO)O)F)Cl)N. Cell line: SK-MEL-5. Synergy scores: CSS=22.1, Synergy_ZIP=-3.94, Synergy_Bliss=-1.01, Synergy_Loewe=-7.32, Synergy_HSA=-0.205. (5) Drug 1: CN1CCC(CC1)COC2=C(C=C3C(=C2)N=CN=C3NC4=C(C=C(C=C4)Br)F)OC. Drug 2: C(CCl)NC(=O)N(CCCl)N=O. Cell line: ACHN. Synergy scores: CSS=12.0, Synergy_ZIP=-0.877, Synergy_Bliss=1.48, Synergy_Loewe=-14.3, Synergy_HSA=0.123. (6) Drug 1: CC1OCC2C(O1)C(C(C(O2)OC3C4COC(=O)C4C(C5=CC6=C(C=C35)OCO6)C7=CC(=C(C(=C7)OC)O)OC)O)O. Drug 2: C1CN1P(=S)(N2CC2)N3CC3. Cell line: CAKI-1. Synergy scores: CSS=45.6, Synergy_ZIP=-5.28, Synergy_Bliss=-2.14, Synergy_Loewe=-13.1, Synergy_HSA=2.51.